From a dataset of Full USPTO retrosynthesis dataset with 1.9M reactions from patents (1976-2016). Predict the reactants needed to synthesize the given product. The reactants are: [CH2:1]([NH:3][C:4](=[O:19])[CH:5]([C:7]1[CH:12]=[CH:11][C:10]([CH:13]2[CH2:18][CH2:17][NH:16][CH2:15][CH2:14]2)=[CH:9][CH:8]=1)[CH3:6])[CH3:2].Br[C:21]1[CH:26]=[CH:25][C:24]([O:27][CH2:28][CH3:29])=[CH:23][CH:22]=1.C(P(C(C)(C)C)C1C=CC=CC=1C1C=CC=CC=1)(C)(C)C. Given the product [CH2:28]([O:27][C:24]1[CH:25]=[CH:26][C:21]([N:16]2[CH2:17][CH2:18][CH:13]([C:10]3[CH:11]=[CH:12][C:7]([CH:5]([CH3:6])[C:4]([NH:3][CH2:1][CH3:2])=[O:19])=[CH:8][CH:9]=3)[CH2:14][CH2:15]2)=[CH:22][CH:23]=1)[CH3:29], predict the reactants needed to synthesize it.